From a dataset of Experimentally validated miRNA-target interactions with 360,000+ pairs, plus equal number of negative samples. Binary Classification. Given a miRNA mature sequence and a target amino acid sequence, predict their likelihood of interaction. (1) The miRNA is hsa-miR-4644 with sequence UGGAGAGAGAAAAGAGACAGAAG. The protein sequence of the target gene is MGAARGSPARPRRLPLLSVLLLPLLGGTQTAIVFIKQPSSQDALQGRRALLRCEVEAPGPVHVYWLLDGAPVQDTERRFAQGSSLSFAAVDRLQDSGTFQCVARDDVTGEEARSANASFNIKWIEAGPVVLKHPASEAEIQPQTQVTLRCHIDGHPRPTYQWFRDGTPLSDGQSNHTVSSKERNLTLRPAGPEHSGLYSCCAHSAFGQACSSQNFTLSIADESFARVVLAPQDVVVARYEEAMFHCQFSAQPPPSLQWLFEDETPITNRSRPPHLRRATVFANGSLLLTQVRPRNAGIYR.... Result: 1 (interaction). (2) The miRNA is mmu-miR-5106 with sequence AGGUCUGUAGCUCAGUUGGCAGA. The protein sequence of the target gene is MIEDSGKRGNTMAERRQLFAEMRAQDLDRIRLSTYRTACKLRFVQKKCNLHLVDIWNVIEALRENALNNLDPNIELNVARLEAVLSTIFYQLNKRMPTTHQIHVEQSISLLLNFLLAAFDPEGHGKISVFAVKMALATLCGGKIMDKLRYIFSMISDSSGVMVYGRYDQFLREVLKLPTAVFEGPSFGYTEQSARSCFSQQKKVTLNGFLDTLMSDPPPQCLVWLPLLHRLANVENVFHPVECSYCHSESMMGFRYRCQQCHNYQLCQDCFWRGHAGGSHSNQHQMKEYTSWKSPAKKLT.... Result: 0 (no interaction). (3) The miRNA is hsa-miR-3613-3p with sequence ACAAAAAAAAAAGCCCAACCCUUC. The protein sequence of the target gene is MAAAIASSLIRQKRQARESNSDRVSASKRRSSPSKDGRSLCERHVLGVFSKVRFCSGRKRPVRRRPEPQLKGIVTRLFSQQGYFLQMHPDGTIDGTKDENSDYTLFNLIPVGLRVVAIQGVKASLYVAMNGEGYLYSSDVFTPECKFKESVFENYYVIYSSTLYRQQESGRAWFLGLNKEGQIMKGNRVKKTKPSSHFVPKPIEVCMYREPSLHEIGEKQGRSRKSSGTPTMNGGKVVNQDST. Result: 1 (interaction). (4) The miRNA is hsa-miR-4284 with sequence GGGCUCACAUCACCCCAU. The protein sequence of the target gene is MAEAPPVSGTFKFNTDAAEFIPQEKKNSGLNCGTQRRLDSNRIGRRNYSSPPPCHLSRQVPYDEISAVHQHSYHPSGSKPKSQQTSFQSSPCNKSPKSHGLQNQPWQKLRNEKHHIRVKKAQSLAEQTSDTAGLESSTRSESGTDLREHSPSESEKEVVGADPRGAKPKKATQFVYSYGRGPKVKGKLKCEWSNRTTPKPEDAGPESTKPVGVFHPDSSEASSRKGVLDGYGARRNEQRRYPQKRPPWEVEGARPRPGRNPPKQEGHRHTNAGHRNNMGPIPKDDLNERPAKSTCDSENL.... Result: 1 (interaction). (5) The miRNA is mmu-miR-485-5p with sequence AGAGGCUGGCCGUGAUGAAUUC. The protein sequence of the target gene is MASGVAVSDGVIKVFNDMKVRKSSTPEEVKKRKKAVLFCLSEDKKNIILEEGKEILVGDVGQTVDDPYTTFVKMLPDKDCRYALYDATYETKESKKEDLVFIFWAPENAPLKSKMIYASSKDAIKKKLTGIKHELQANCYEEVKDRCTLAEKLGGSAVISLEGKPL. Result: 0 (no interaction). (6) Result: 1 (interaction). The miRNA is hsa-miR-484 with sequence UCAGGCUCAGUCCCCUCCCGAU. The protein sequence of the target gene is MNSTEFTEDVEEVLKSITVKVETEAEDAALDCSVNSRTSEKHSVDSVLTALQDSSKRKQLVSDGLLDSVPGVKRRRLIPEALLAGMRNRENSSPCQGNGEQAGRGRSLGNVWPGEEEPCNDATTPSYKKPLYGISHKIMEKKNPPSGDLLNVYELFEKANASNSPSSLRLLNEPQKRDCGSTGAGTDNDPNIYFLIQKMFYMLNTLTSNMSQLHSKVDLLSLEVSRIKKQVSPTEMVAKFQPPPEYQLTAAELKQIVDQSLSGGDLACRLLVQLFPELFSDVDFSRGCSACGFAAKRKLE.... (7) The miRNA is hsa-miR-4304 with sequence CCGGCAUGUCCAGGGCA. The protein sequence of the target gene is MTTPANAQNASKTWELSLYELHRTPQEAIMDGTEIAVSPRSLHSELMCPICLDMLKNTMTTKECLHRFCSDCIVTALRSGNKECPTCRKKLVSKRSLRPDPNFDALISKIYPSREEYEAHQDRVLIRLSRLHNQQALSSSIEEGLRMQAMHRAQRVRRPIPGSDQTTTMSGGEGEPGEGEGDGEDVSSDSAPDSAPGPAPKRPRGGGAGGSSVGTGGGGTGGVGGGAGSEDSGDRGGTLGGGTLGPPSPPGAPSPPEPGGEIELVFRPHPLLVEKGEYCQTRYVKTTGNATVDHLSKYLA.... Result: 0 (no interaction).